Dataset: Full USPTO retrosynthesis dataset with 1.9M reactions from patents (1976-2016). Task: Predict the reactants needed to synthesize the given product. (1) Given the product [CH:21]1([CH2:20][N:5]([C:2]([CH3:1])([CH3:3])[CH3:4])[C:6]2[CH:11]=[CH:10][C:9]([N+:12]([O-:14])=[O:13])=[C:8]([C:15]([F:17])([F:16])[F:18])[CH:7]=2)[CH2:23][CH2:22]1, predict the reactants needed to synthesize it. The reactants are: [CH3:1][C:2]([NH:5][C:6]1[CH:11]=[CH:10][C:9]([N+:12]([O-:14])=[O:13])=[C:8]([C:15]([F:18])([F:17])[F:16])[CH:7]=1)([CH3:4])[CH3:3].Br[CH2:20][CH:21]1[CH2:23][CH2:22]1. (2) Given the product [CH:1]1([CH2:4][N:5]2[C:9]3[CH:10]=[CH:11][C:12]([S:14]([CH:17]4[CH2:22][CH2:21][N:20]([C:41]([C:35]5[CH:40]=[CH:39][CH:38]=[CH:37][CH:36]=5)([C:48]5[CH:49]=[CH:50][CH:51]=[CH:52][CH:53]=5)[C:42]5[CH:43]=[CH:44][CH:45]=[CH:46][CH:47]=5)[CH2:19][CH2:18]4)(=[O:15])=[O:16])=[CH:13][C:8]=3[N:7]=[C:6]2[CH2:23][C:24]([CH3:27])([CH3:26])[CH3:25])[CH2:2][CH2:3]1, predict the reactants needed to synthesize it. The reactants are: [CH:1]1([CH2:4][N:5]2[C:9]3[CH:10]=[CH:11][C:12]([S:14]([CH:17]4[CH2:22][CH2:21][NH:20][CH2:19][CH2:18]4)(=[O:16])=[O:15])=[CH:13][C:8]=3[N:7]=[C:6]2[CH2:23][C:24]([CH3:27])([CH3:26])[CH3:25])[CH2:3][CH2:2]1.C(N(CC)CC)C.[C:35]1([C:41](Cl)([C:48]2[CH:53]=[CH:52][CH:51]=[CH:50][CH:49]=2)[C:42]2[CH:47]=[CH:46][CH:45]=[CH:44][CH:43]=2)[CH:40]=[CH:39][CH:38]=[CH:37][CH:36]=1. (3) Given the product [NH2:38][C@@H:37]([CH2:36][C:35]1[CH:34]=[C:33]([F:32])[CH:51]=[C:50]([F:52])[CH:49]=1)[C@@H:41]([C@H:42]1[CH2:47][CH2:46][CH2:45][CH2:44][N:43]1[CH:5]([C:4]1[CH:3]=[CH:2][CH:30]=[CH:29][CH:28]=1)[C:6]1[CH:10]=[CH:12][CH:16]=[CH:15][CH:14]=1)[OH:40], predict the reactants needed to synthesize it. The reactants are: F[C:2]1[CH:3]=[C:4]([CH:28]=[C:29](F)[CH:30]=1)[CH2:5][C@@H:6]([C@@H:10]([C@H:12]1[CH2:16][C@@H:15](OCC=C)[CH2:14]N1C(OC(C)(C)C)=O)O)C(O)=O.[F:32][C:33]1[CH:34]=[C:35]([CH:49]=[C:50]([F:52])[CH:51]=1)[CH2:36][C@H:37]1[C@@H:41]([C@H:42]2[CH2:47][CH2:46][CH2:45][CH2:44][NH:43]2)[O:40]C(=O)[NH:38]1.FC1C=C(C=C(F)C=1)C[C@H](C(N1[C@@H](CC2C=CC=CC=2)COC1=O)=O)[C@@H]([C@H]1C[C@@H](OCC=C)CN1C(OC(C)(C)C)=O)O.C(O)(C(F)(F)F)=O. (4) Given the product [Cl:1][C:2]1[CH:3]=[C:4]([N:9]([CH2:20][C:21]2[CH:29]=[CH:28][C:24]([C:25]([NH:36][C:35]3[NH:34][N:33]=[N:32][N:31]=3)=[O:27])=[CH:23][CH:22]=2)[C:10]2[N:14]([CH3:15])[C:13]3[CH:16]=[CH:17][CH:18]=[CH:19][C:12]=3[N:11]=2)[CH:5]=[C:6]([Cl:8])[CH:7]=1, predict the reactants needed to synthesize it. The reactants are: [Cl:1][C:2]1[CH:3]=[C:4]([N:9]([CH2:20][C:21]2[CH:29]=[CH:28][C:24]([C:25]([OH:27])=O)=[CH:23][CH:22]=2)[C:10]2[N:14]([CH3:15])[C:13]3[CH:16]=[CH:17][CH:18]=[CH:19][C:12]=3[N:11]=2)[CH:5]=[C:6]([Cl:8])[CH:7]=1.O.[NH:31]1[C:35]([NH2:36])=[N:34][N:33]=[N:32]1.C1C=CC2N(O)N=NC=2C=1.C(Cl)CCl.CCN(C(C)C)C(C)C. (5) The reactants are: [CH3:1][CH:2]1[CH2:7][CH2:6][N:5]([C:8]2[CH:13]=[CH:12][C:11]([CH2:14][OH:15])=[CH:10][C:9]=2[N+:16]([O-])=O)[CH2:4][CH2:3]1.C(O)(=O)C.[H][H].NC1C=C(CO)C=CC=1N1CCC(C)CC1.[C:41]([C:43]1[O:47][C:46]([C:48](Cl)=[O:49])=[CH:45][CH:44]=1)#[N:42].N1CCOCC1. Given the product [OH:15][CH2:14][C:11]1[CH:12]=[CH:13][C:8]([N:5]2[CH2:6][CH2:7][CH:2]([CH3:1])[CH2:3][CH2:4]2)=[C:9]([NH:16][C:48]([C:46]2[O:47][C:43]([C:41]#[N:42])=[CH:44][CH:45]=2)=[O:49])[CH:10]=1, predict the reactants needed to synthesize it. (6) Given the product [OH:2][C:3]1[CH:8]=[CH:7][C:6]([C:9]2[C:16]3[S:15][C:14]([NH2:17])=[N:13][C:12]=3[NH:11][N:10]=2)=[CH:5][CH:4]=1, predict the reactants needed to synthesize it. The reactants are: C[O:2][C:3]1[CH:8]=[CH:7][C:6]([C:9]2[C:16]3[S:15][C:14]([NH2:17])=[N:13][C:12]=3[NH:11][N:10]=2)=[CH:5][CH:4]=1.B(Br)(Br)Br. (7) Given the product [CH3:9][C:10]([S:13]([NH:15][CH:6]([CH:4]1[CH2:5][C:2](=[CH2:1])[CH2:3]1)[CH3:7])=[O:14])([CH3:12])[CH3:11], predict the reactants needed to synthesize it. The reactants are: [CH2:1]=[C:2]1[CH2:5][CH:4]([C:6](=O)[CH3:7])[CH2:3]1.[CH3:9][C:10]([S@:13]([NH2:15])=[O:14])([CH3:12])[CH3:11].[BH4-].[Na+]. (8) Given the product [NH2:38][C:35]1[S:36][CH:37]=[C:33](/[C:12](=[N:11]/[O:10][C:7]([CH3:9])([CH3:8])[C:6]([OH:46])=[O:5])/[C:13]([NH:15][C@@H:16]2[C:19](=[O:20])[N:18]([S:21]([OH:24])(=[O:22])=[O:23])[C@@H:17]2[CH2:25][N:26]2[CH:30]=[C:29]([CH2:31][OH:32])[N:28]=[N:27]2)=[O:14])[N:34]=1, predict the reactants needed to synthesize it. The reactants are: C([O:5][C:6](=[O:46])[C:7]([O:10]/[N:11]=[C:12](/[C:33]1[N:34]=[C:35]([NH:38]C(OC(C)(C)C)=O)[S:36][CH:37]=1)\[C:13]([NH:15][C@@H:16]1[C:19](=[O:20])[N:18]([S:21]([OH:24])(=[O:23])=[O:22])[C@@H:17]1[CH2:25][N:26]1[CH:30]=[C:29]([CH2:31][OH:32])[N:28]=[N:27]1)=[O:14])([CH3:9])[CH3:8])(C)(C)C.C(O)(C(F)(F)F)=O.